From a dataset of Reaction yield outcomes from USPTO patents with 853,638 reactions. Predict the reaction yield, written as a fraction of the theoretical maximum amount of product (1.0 means a 100% yield; for example, 0.34 means a 34% yield). (1) The reactants are [Cl:1][C:2]1[CH:7]=[CH:6][C:5]([C:8]2[CH:9]=[C:10]3[C:16]([C:17]([C:19]4[C:20]([F:33])=[C:21]([NH:26][S:27]([CH2:30][CH2:31][CH3:32])(=[O:29])=[O:28])[CH:22]=[CH:23][C:24]=4[F:25])=[O:18])=[CH:15][NH:14][C:11]3=[N:12][CH:13]=2)=[CH:4][CH:3]=1.CCN(CC)CC.[C:41](=[O:48])([O:45][CH2:46][CH3:47])[O:42][CH2:43]Cl. The catalyst is CN(C=O)C.CCCC[N+](CCCC)(CCCC)CCCC.[Br-].CCOC(C)=O. The product is [C:41](=[O:48])([O:45][CH2:46][CH3:47])[O:42][CH2:43][N:14]1[C:11]2=[N:12][CH:13]=[C:8]([C:5]3[CH:6]=[CH:7][C:2]([Cl:1])=[CH:3][CH:4]=3)[CH:9]=[C:10]2[C:16]([C:17](=[O:18])[C:19]2[C:24]([F:25])=[CH:23][CH:22]=[C:21]([NH:26][S:27]([CH2:30][CH2:31][CH3:32])(=[O:28])=[O:29])[C:20]=2[F:33])=[CH:15]1. The yield is 0.730. (2) The reactants are Br[C:2]1[N:7]=[C:6]([CH3:8])[N:5]=[C:4]([NH:9][C:10]2[S:11][C:12]([C:15]([O:17][CH:18]([CH3:20])[CH3:19])=[O:16])=[CH:13][N:14]=2)[CH:3]=1.[OH:21][CH2:22][CH2:23][N:24]1[CH2:29][CH2:28][NH:27][CH2:26][CH2:25]1. No catalyst specified. The product is [OH:21][CH2:22][CH2:23][N:24]1[CH2:29][CH2:28][N:27]([C:2]2[N:7]=[C:6]([CH3:8])[N:5]=[C:4]([NH:9][C:10]3[S:11][C:12]([C:15]([O:17][CH:18]([CH3:20])[CH3:19])=[O:16])=[CH:13][N:14]=3)[CH:3]=2)[CH2:26][CH2:25]1. The yield is 0.772. (3) The reactants are [Cl-].O[NH3+:3].[C:4](=[O:7])([O-])[OH:5].[Na+].CS(C)=O.[F:13][C:14]1[CH:15]=[C:16]([C:46]2[C:47]([C:52]#[N:53])=[CH:48][CH:49]=[CH:50][CH:51]=2)[CH:17]=[CH:18][C:19]=1[CH2:20][C:21]1[C:22](=[O:45])[N:23]([C@H:33]2[CH2:38][CH2:37][C@H:36]([O:39][CH2:40][C:41]([OH:44])([CH3:43])[CH3:42])[CH2:35][CH2:34]2)[C:24]2[N:25]([N:30]=[CH:31][N:32]=2)[C:26]=1[CH2:27][CH2:28][CH3:29]. The catalyst is C(OCC)(=O)C. The product is [F:13][C:14]1[CH:15]=[C:16]([C:46]2[CH:51]=[CH:50][CH:49]=[CH:48][C:47]=2[C:52]2[NH:3][C:4](=[O:7])[O:5][N:53]=2)[CH:17]=[CH:18][C:19]=1[CH2:20][C:21]1[C:22](=[O:45])[N:23]([C@H:33]2[CH2:38][CH2:37][C@H:36]([O:39][CH2:40][C:41]([OH:44])([CH3:42])[CH3:43])[CH2:35][CH2:34]2)[C:24]2[N:25]([N:30]=[CH:31][N:32]=2)[C:26]=1[CH2:27][CH2:28][CH3:29]. The yield is 0.640.